From a dataset of Full USPTO retrosynthesis dataset with 1.9M reactions from patents (1976-2016). Predict the reactants needed to synthesize the given product. (1) Given the product [CH2:18]([CH:14]1[CH2:15][CH2:16][O:17][C:4]2[C:5]3[C:10]([C:1](=[O:12])[C:2](=[O:11])[C:3]=2[S:13]1)=[CH:9][CH:8]=[CH:7][CH:6]=3)[CH2:19][CH3:20], predict the reactants needed to synthesize it. The reactants are: [C:1]1(=[O:12])[C:10]2[C:5](=[CH:6][CH:7]=[CH:8][CH:9]=2)[CH:4]=[CH:3][C:2]1=[O:11].[SH:13][CH:14]([CH2:18][CH2:19][CH3:20])[CH2:15][CH2:16][OH:17].C(N(C(C)C)CC)(C)C. (2) Given the product [C:19]([C:23]1[CH:39]=[CH:38][C:26]([CH2:27][N:28]([CH2:29][CH2:30][C:31]2[CH:36]=[CH:35][C:34]([F:37])=[CH:33][CH:32]=2)[C:4]([C:6]2[CH:7]=[C:8]([CH3:16])[C:9]([F:15])=[C:10]3[C:14]=2[NH:13][CH:12]=[CH:11]3)=[O:5])=[CH:25][CH:24]=1)([CH3:22])([CH3:20])[CH3:21], predict the reactants needed to synthesize it. The reactants are: C(O[C:4]([C:6]1[CH:7]=[C:8]([CH3:16])[C:9]([F:15])=[C:10]2[C:14]=1[NH:13][CH:12]=[CH:11]2)=[O:5])C.[OH-].[K+].[C:19]([C:23]1[CH:39]=[CH:38][C:26]([CH2:27][NH:28][CH2:29][CH2:30][C:31]2[CH:36]=[CH:35][C:34]([F:37])=[CH:33][CH:32]=2)=[CH:25][CH:24]=1)([CH3:22])([CH3:21])[CH3:20].CN1CCOCC1.CN(C(ON1N=NC2C=CC=CC1=2)=[N+](C)C)C.F[P-](F)(F)(F)(F)F.